Dataset: NCI-60 drug combinations with 297,098 pairs across 59 cell lines. Task: Regression. Given two drug SMILES strings and cell line genomic features, predict the synergy score measuring deviation from expected non-interaction effect. (1) Drug 1: C1CCC(CC1)NC(=O)N(CCCl)N=O. Drug 2: CN(CCCl)CCCl.Cl. Cell line: SF-295. Synergy scores: CSS=47.6, Synergy_ZIP=-0.455, Synergy_Bliss=2.54, Synergy_Loewe=4.34, Synergy_HSA=4.20. (2) Drug 1: COC1=C(C=C2C(=C1)N=CN=C2NC3=CC(=C(C=C3)F)Cl)OCCCN4CCOCC4. Drug 2: C1=NNC2=C1C(=O)NC=N2. Cell line: K-562. Synergy scores: CSS=28.7, Synergy_ZIP=8.27, Synergy_Bliss=10.4, Synergy_Loewe=7.19, Synergy_HSA=12.0.